Dataset: Reaction yield outcomes from USPTO patents with 853,638 reactions. Task: Predict the reaction yield, written as a fraction of the theoretical maximum amount of product (1.0 means a 100% yield; for example, 0.34 means a 34% yield). (1) The reactants are [CH3:1][C:2]1[O:6][C:5]([C:7]2[CH:12]=[CH:11][CH:10]=[CH:9][CH:8]=2)=[N:4][C:3]=1[CH2:13][CH2:14][OH:15].[CH3:16][S:17](Cl)(=[O:19])=[O:18].C(N(CC)CC)C.Cl. The catalyst is C1(C)C=CC=CC=1. The product is [CH3:16][S:17]([O:15][CH2:14][CH2:13][C:3]1[N:4]=[C:5]([C:7]2[CH:12]=[CH:11][CH:10]=[CH:9][CH:8]=2)[O:6][C:2]=1[CH3:1])(=[O:19])=[O:18]. The yield is 1.00. (2) The reactants are Br[C:2]1[CH:3]=[C:4]([N:8]2[C:12]3=[N:13][CH:14]=[C:15]([CH:17]4[CH2:19][CH2:18]4)[CH:16]=[C:11]3[C:10]([C:20]([NH2:22])=[O:21])=[N:9]2)[CH:5]=[CH:6][CH:7]=1.[C:23]([C@:25]1([OH:32])[CH2:29][CH2:28][N:27]([CH3:30])[C:26]1=[O:31])#[CH:24]. No catalyst specified. The product is [CH:17]1([C:15]2[CH:16]=[C:11]3[C:10]([C:20]([NH2:22])=[O:21])=[N:9][N:8]([C:4]4[CH:5]=[CH:6][CH:7]=[C:2]([C:24]#[C:23][C@:25]5([OH:32])[CH2:29][CH2:28][N:27]([CH3:30])[C:26]5=[O:31])[CH:3]=4)[C:12]3=[N:13][CH:14]=2)[CH2:19][CH2:18]1. The yield is 0.370. (3) The reactants are [CH2:1]([O:8][C:9]([N:11]1[CH2:15][CH2:14][CH2:13][C:12]1([CH2:27][C:28]1[CH:33]=[CH:32][CH:31]=[CH:30][CH:29]=1)[C:16](=[O:26])[NH:17][C@@H:18]([C@H:23]([OH:25])[CH3:24])[C:19]([O:21][CH3:22])=[O:20])=[O:10])[C:2]1[CH:7]=[CH:6][CH:5]=[CH:4][CH:3]=1.CCN(CC)CC.[CH3:41][C:42](OC(C)=O)=[O:43]. The catalyst is C1COCC1.C(Cl)Cl. The product is [CH2:1]([O:8][C:9]([N:11]1[CH2:15][CH2:14][CH2:13][C:12]1([C:16](=[O:26])[NH:17][C@@H:18]([C@H:23]([O:25][C:42](=[O:43])[CH3:41])[CH3:24])[C:19]([O:21][CH3:22])=[O:20])[CH2:27][C:28]1[CH:29]=[CH:30][CH:31]=[CH:32][CH:33]=1)=[O:10])[C:2]1[CH:7]=[CH:6][CH:5]=[CH:4][CH:3]=1. The yield is 0.760. (4) The reactants are [CH:1]#[C:2][CH2:3][NH:4][C@H:5]1[C:9]2[CH:10]=[CH:11][CH:12]=[CH:13][C:8]=2[CH2:7][CH2:6]1.[CH3:14][S:15]([OH:18])(=[O:17])=[O:16]. The catalyst is C(O)(C)C. The product is [CH3:14][S:15]([OH:18])(=[O:17])=[O:16].[CH:1]#[C:2][CH2:3][NH:4][C@H:5]1[C:9]2[CH:10]=[CH:11][CH:12]=[CH:13][C:8]=2[CH2:7][CH2:6]1. The yield is 0.800. (5) The product is [CH2:3]([O:5][C:6](=[O:40])[CH2:7][CH2:8][C:9]1[N:10]([C:30]2[CH:35]=[CH:34][C:33]([C:36](=[O:38])[NH2:37])=[CH:32][C:31]=2[CH3:39])[C:11]([C:14]2[CH:19]=[CH:18][C:17]([NH:20][C:21]([NH2:2])=[O:23])=[CH:16][CH:15]=2)=[CH:12][CH:13]=1)[CH3:4]. The catalyst is O. The reactants are [OH-].[NH4+:2].[CH2:3]([O:5][C:6](=[O:40])[CH2:7][CH2:8][C:9]1[N:10]([C:30]2[CH:35]=[CH:34][C:33]([C:36](=[O:38])[NH2:37])=[CH:32][C:31]=2[CH3:39])[C:11]([C:14]2[CH:19]=[CH:18][C:17]([NH:20][C:21]([O:23]C3C=CC=CC=3)=O)=[CH:16][CH:15]=2)=[CH:12][CH:13]=1)[CH3:4].CS(C)=O. The yield is 0.350. (6) The reactants are [Cl:1][C:2]1[CH:7]=[C:6]([Cl:8])[CH:5]=[CH:4][C:3]=1[N:9]1[C:17]2[CH2:16][CH2:15][N:14]([N:18]3[CH2:23][CH2:22][CH2:21][CH2:20][CH2:19]3)[C:13](=[O:24])[C:12]=2[C:11]([CH3:25])=[CH:10]1.[Br:26]N1C(=O)CCC1=O.O. The catalyst is CN(C=O)C. The product is [Br:26][C:10]1[N:9]([C:3]2[CH:4]=[CH:5][C:6]([Cl:8])=[CH:7][C:2]=2[Cl:1])[C:17]2[CH2:16][CH2:15][N:14]([N:18]3[CH2:19][CH2:20][CH2:21][CH2:22][CH2:23]3)[C:13](=[O:24])[C:12]=2[C:11]=1[CH3:25]. The yield is 0.750. (7) The reactants are C[O:2][C:3](=[O:37])[C:4]1[CH:9]=[CH:8][C:7]([O:10][C:11]2[CH:16]=[CH:15][C:14]([CH2:17][C@H:18]([NH2:36])[C:19]3[N:20]([CH2:32][CH2:33][CH2:34][CH3:35])[CH:21]=[C:22]([C:24]4[CH:29]=[CH:28][C:27]([Cl:30])=[CH:26][C:25]=4[Cl:31])[N:23]=3)=[CH:13][CH:12]=2)=[CH:6][CH:5]=1.[CH3:38][O:39][C:40]1[CH:45]=[CH:44][CH:43]=[CH:42][C:41]=1[N:46]=[C:47]=[O:48].NC(N)=O. No catalyst specified. The product is [CH2:32]([N:20]1[CH:21]=[C:22]([C:24]2[CH:29]=[CH:28][C:27]([Cl:30])=[CH:26][C:25]=2[Cl:31])[N:23]=[C:19]1[C@@H:18]([NH:36][C:47]([NH:46][C:41]1[CH:42]=[CH:43][CH:44]=[CH:45][C:40]=1[O:39][CH3:38])=[O:48])[CH2:17][C:14]1[CH:15]=[CH:16][C:11]([O:10][C:7]2[CH:8]=[CH:9][C:4]([C:3]([OH:2])=[O:37])=[CH:5][CH:6]=2)=[CH:12][CH:13]=1)[CH2:33][CH2:34][CH3:35]. The yield is 0.180.